Dataset: Full USPTO retrosynthesis dataset with 1.9M reactions from patents (1976-2016). Task: Predict the reactants needed to synthesize the given product. Given the product [NH2:8][O:9][CH2:18][C:17]1[CH:20]=[CH:21][C:14]([O:13][CH3:12])=[CH:15][CH:16]=1, predict the reactants needed to synthesize it. The reactants are: C([NH:8][OH:9])(OC(C)(C)C)=O.[H-].[Na+].[CH3:12][O:13][C:14]1[CH:21]=[CH:20][C:17]([CH2:18]Cl)=[CH:16][CH:15]=1.Cl.